Dataset: Acute oral toxicity (LD50) regression data from Zhu et al.. Task: Regression/Classification. Given a drug SMILES string, predict its toxicity properties. Task type varies by dataset: regression for continuous values (e.g., LD50, hERG inhibition percentage) or binary classification for toxic/non-toxic outcomes (e.g., AMES mutagenicity, cardiotoxicity, hepatotoxicity). Dataset: ld50_zhu. (1) The rat oral LD50 is 2.48, given as -log10 of the dose in mol/kg body weight (higher means more acutely toxic). The molecule is Cc1ccc(N=c2sccn2C)c(C)c1. (2) The drug is Nc1ccc(S(=O)(=O)Nc2ccccn2)cc1. The rat oral LD50 is 1.20, given as -log10 of the dose in mol/kg body weight (higher means more acutely toxic). (3) The molecule is C=CCOC(=O)CCCCCC. The rat oral LD50 is 2.53, given as -log10 of the dose in mol/kg body weight (higher means more acutely toxic). (4) The drug is O=C(O)C1CCCCC1. The rat oral LD50 is 1.59, given as -log10 of the dose in mol/kg body weight (higher means more acutely toxic). (5) The molecule is O=C1NCCN1c1ncc([N+](=O)[O-])s1. The rat oral LD50 is 2.38, given as -log10 of the dose in mol/kg body weight (higher means more acutely toxic). (6) The compound is Cc1cc(Cl)ccc1OCC(=O)OCCCCCC(C)C. The rat oral LD50 is 2.65, given as -log10 of the dose in mol/kg body weight (higher means more acutely toxic).